This data is from Forward reaction prediction with 1.9M reactions from USPTO patents (1976-2016). The task is: Predict the product of the given reaction. (1) Given the reactants [NH2:1][C:2]1[N:6]=[CH:5][NH:4][N:3]=1.[CH3:7][O:8][C:9]1[CH:16]=[CH:15][C:12]([CH2:13]Cl)=[CH:11][CH:10]=1, predict the reaction product. The product is: [CH3:7][O:8][C:9]1[CH:16]=[CH:15][C:12]([CH2:13][N:4]2[CH:5]=[N:6][C:2]([NH2:1])=[N:3]2)=[CH:11][CH:10]=1. (2) Given the reactants [CH2:1]([N:8]1[CH2:17][CH2:16][C:15]2[N:14]=[C:13](Cl)[CH:12]=[CH:11][C:10]=2[CH2:9]1)[C:2]1[CH:7]=[CH:6][CH:5]=[CH:4][CH:3]=1.[Cl-].[Li+].[CH3:21][N:22](C)C=O, predict the reaction product. The product is: [CH2:1]([N:8]1[CH2:17][CH2:16][C:15]2[N:14]=[C:13]([C:21]#[N:22])[CH:12]=[CH:11][C:10]=2[CH2:9]1)[C:2]1[CH:7]=[CH:6][CH:5]=[CH:4][CH:3]=1. (3) Given the reactants [F:1][C:2]1[CH:7]=[CH:6][C:5]([C:8]2[CH:12]=[C:11]([C:13]([NH:15][CH2:16][CH2:17][C:18]([O:20]C)=[O:19])=[O:14])[O:10][N:9]=2)=[CH:4][CH:3]=1.[OH-].[Li+], predict the reaction product. The product is: [F:1][C:2]1[CH:3]=[CH:4][C:5]([C:8]2[CH:12]=[C:11]([C:13]([NH:15][CH2:16][CH2:17][C:18]([OH:20])=[O:19])=[O:14])[O:10][N:9]=2)=[CH:6][CH:7]=1.